Dataset: Experimentally validated miRNA-target interactions with 360,000+ pairs, plus equal number of negative samples. Task: Binary Classification. Given a miRNA mature sequence and a target amino acid sequence, predict their likelihood of interaction. (1) Result: 0 (no interaction). The protein sequence of the target gene is MRAWIFFLLCLAGRALAAPQQTEVAEEIVEEETVVEETGVPVGANPVQVEMGEFEDGAEETVEEVVADNPCQNHHCKHGKVCELDESNTPMCVCQDPTSCPAPIGEFEKVCSNDNKTFDSSCHFFATKCTLEGTKKGHKLHLDYIGPCKYIAPCLDSELTEFPLRMRDWLKNVLVTLYERDEGNNLLTEKQKLRVKKIHENEKRLEAGDHPVELLARDFEKNYNMYIFPVHWQFGQLDQHPIDGYLSHTELAPLRAPLIPMEHCTTRFFETCDLDNDKYIALEEWAGCFGIKEQDINKDL.... The miRNA is hsa-miR-3192-3p with sequence CUCUGAUCGCCCUCUCAGCUC. (2) The miRNA is hsa-miR-30c-5p with sequence UGUAAACAUCCUACACUCUCAGC. The protein sequence of the target gene is MAMTLLEDWCRGMDVNSQRALLVWGIPVNCDEAEIEETLQAAMPQVSYRMLGRMFWREENAKAALLELTGAVDYAAIPREMPGKGGVWKVLFKPPTSDAEFLERLHLFLAREGWTVQDVARVLGFQNPTPTPGPEMPAEMLNYILDNVIQPLVESIWYKRLTLFSGRDIPGPGEETFDPWLEHTNEVLEEWQVSDVEKRRRLMESLRGPAADVIRILKSNNPAITTAECLKALEQVFGSVESSRDAQIKFLNTYQNPGEKLSAYVIRLEPLLQKVVEKGAIDKDNVNQARLEQVIAGANH.... Result: 1 (interaction). (3) The miRNA is hsa-miR-4660 with sequence UGCAGCUCUGGUGGAAAAUGGAG. The protein sequence of the target gene is MAEAVFHAPKRKRRVYETYESPLPIPFGQDHGPLKEFKIFRAEMINNNVIVRNAEDIEQLYGKGYFGKGILSRSRPSFTISDPKLVAKWKDMKTNMPIITSKRYQHSVEWAAELMRRQGQDESTVRRILKDYTKPLEHPPVKRNEEAQVHDKLNSGMVSNMEGTAGGERPSVVNGDSGKSGGVGDPREPLGCLQEGSGCHPTTESFEKSVREDASPLPHVCCCKQDALILQRGLHHEDGSQHIGLLHPGDRGPDHEYVLVEEAECAMSEREAAPNEELVQRNRLICRRNPYRIFEYLQLS.... Result: 0 (no interaction). (4) The miRNA is cel-miR-791-3p with sequence UUUGGCACUCCGCAGAUAAGGCAA. The protein sequence of the target gene is MAAAGARLSPGPGSGLRGRPRLCFHPGPPPLLPLLLLFLLLLPPPPLLAGATAAASREPDSPCRLKTVTVSTLPALRESDIGWSGARAGAGAGTGAGAAAAAASPGSPGSAGTAAESRLLLFVRNELPGRIAVQDDLDNTELPFFTLEMSGTAADISLVHWRQQWLENGTLYFHVSMSSSGQLAQATAPTLQEPSEIVEEQMHILHISVMGGLIALLLLLLVFTVALYAQRRWQKRRRIPQKSASTEATHEIHYIPSVLLGPQARESFRSSRLQTHNSVIGVPIRETPILDDYDCEEDEE.... Result: 0 (no interaction). (5) The miRNA is hsa-miR-1911-3p with sequence CACCAGGCAUUGUGGUCUCC. The protein sequence of the target gene is MTLESIMACCLSEEAKEARRINDEIERQLRRDKRDARRELKLLLLGTGESGKSTFIKQMRIIHGSGYSDEDKRGFTKLVYQNIFTAMQAMIRAMDTLKIPYKYEHNKAHAQLVREVDVEKVSAFENPYVDAIKSLWNDPGIQECYDRRREYQLSDSTKYYLNDLDRVADPSYLPTQQDVLRVRVPTTGIIEYPFDLQSVIFRMVDVGGQRSERRKWIHCFENVTSIMFLVALSEYDQVLVESDNENRMEESKALFRTIITYPWFQNSSVILFLNKKDLLEEKIMYSHLVDYFPEYDGPQR.... Result: 0 (no interaction).